From a dataset of Full USPTO retrosynthesis dataset with 1.9M reactions from patents (1976-2016). Predict the reactants needed to synthesize the given product. (1) Given the product [NH2:20][CH2:19][C:12]1[C:13]([C:15]([F:18])([F:17])[F:16])=[N:14][C:9]([NH:8][C:4]2[CH:5]=[CH:6][CH:7]=[C:2]([Cl:1])[CH:3]=2)=[N:10][CH:11]=1, predict the reactants needed to synthesize it. The reactants are: [Cl:1][C:2]1[CH:3]=[C:4]([NH:8][C:9]2[N:14]=[C:13]([C:15]([F:18])([F:17])[F:16])[C:12]([CH2:19][N:20]3C(=O)C4C(=CC=CC=4)C3=O)=[CH:11][N:10]=2)[CH:5]=[CH:6][CH:7]=1.O.NN. (2) Given the product [Br:24][CH2:25][CH2:26][CH2:27][C:28]([NH:1][C:2]1[CH:7]=[CH:6][C:5]([NH:8][C:9]([NH:11][C:12](=[O:23])[C:13]2[CH:14]=[CH:15][C:16]([C:19]([CH3:20])([CH3:22])[CH3:21])=[CH:17][CH:18]=2)=[S:10])=[CH:4][CH:3]=1)=[O:29], predict the reactants needed to synthesize it. The reactants are: [NH2:1][C:2]1[CH:7]=[CH:6][C:5]([NH:8][C:9]([NH:11][C:12](=[O:23])[C:13]2[CH:18]=[CH:17][C:16]([C:19]([CH3:22])([CH3:21])[CH3:20])=[CH:15][CH:14]=2)=[S:10])=[CH:4][CH:3]=1.[Br:24][CH2:25][CH2:26][CH2:27][C:28](Cl)=[O:29].C(N(CC)CC)C. (3) Given the product [CH3:1][O:2][C:3]1[CH:4]=[C:5]2[C:10](=[CH:11][C:12]=1[O:13][CH3:14])[N:9]=[CH:8][N:7]=[C:6]2[O:15][C:16]1[CH:22]=[CH:21][C:19]([NH:20][C:31]([NH:30][C:25]2[CH:26]=[CH:27][CH:28]=[CH:29][C:24]=2[CH3:33])=[O:32])=[C:18]([F:23])[CH:17]=1, predict the reactants needed to synthesize it. The reactants are: [CH3:1][O:2][C:3]1[CH:4]=[C:5]2[C:10](=[CH:11][C:12]=1[O:13][CH3:14])[N:9]=[CH:8][N:7]=[C:6]2[O:15][C:16]1[CH:22]=[CH:21][C:19]([NH2:20])=[C:18]([F:23])[CH:17]=1.[C:24]1([CH3:33])[C:25]([N:30]=[C:31]=[O:32])=[CH:26][CH:27]=[CH:28][CH:29]=1.CO. (4) Given the product [CH2:1]([N:5]1[C:9]([CH2:10][O:11][C:12]2[CH:17]=[CH:16][CH:15]=[CH:14][C:13]=2[CH2:18][C@@H:19]([O:25][C:26]2[C:27]3[C:34]([C:35]4[CH:40]=[CH:39][C:38]([O:41][CH2:42][CH2:43][N:44]5[CH2:49][CH2:48][N:47]([CH3:50])[CH2:46][CH2:45]5)=[C:37]([Cl:51])[C:36]=4[CH3:52])=[C:33]([C:58]#[C:57][CH2:56][O:55][CH3:54])[S:32][C:28]=3[N:29]=[CH:30][N:31]=2)[C:20]([O:22][CH2:23][CH3:24])=[O:21])=[CH:8][CH:7]=[N:6]1)[CH2:2][CH2:3][CH3:4], predict the reactants needed to synthesize it. The reactants are: [CH2:1]([N:5]1[C:9]([CH2:10][O:11][C:12]2[CH:17]=[CH:16][CH:15]=[CH:14][C:13]=2[CH2:18][C@@H:19]([O:25][C:26]2[C:27]3[C:34]([C:35]4[CH:40]=[CH:39][C:38]([O:41][CH2:42][CH2:43][N:44]5[CH2:49][CH2:48][N:47]([CH3:50])[CH2:46][CH2:45]5)=[C:37]([Cl:51])[C:36]=4[CH3:52])=[C:33](I)[S:32][C:28]=3[N:29]=[CH:30][N:31]=2)[C:20]([O:22][CH2:23][CH3:24])=[O:21])=[CH:8][CH:7]=[N:6]1)[CH2:2][CH2:3][CH3:4].[CH3:54][O:55][CH2:56][C:57]#[CH:58]. (5) Given the product [C:1]1([S:7]([OH:10])(=[O:9])=[O:8])[CH:6]=[CH:5][CH:4]=[CH:3][CH:2]=1.[Cl:11][C:12]1[CH:17]=[CH:16][C:15]([CH:18]2[N:22]([C:23]3[CH:28]=[CH:27][C:26]([Cl:29])=[CH:25][C:24]=3[Cl:30])[N:21]=[C:20]([C:31]([NH:33][N:34]3[CH2:35][CH2:36][CH2:37][CH2:38][CH2:39]3)=[O:32])[CH2:19]2)=[CH:14][CH:13]=1, predict the reactants needed to synthesize it. The reactants are: [C:1]1([S:7]([OH:10])(=[O:9])=[O:8])[CH:6]=[CH:5][CH:4]=[CH:3][CH:2]=1.[Cl:11][C:12]1[CH:17]=[CH:16][C:15]([CH:18]2[N:22]([C:23]3[CH:28]=[CH:27][C:26]([Cl:29])=[CH:25][C:24]=3[Cl:30])[N:21]=[C:20]([C:31]([NH:33][N:34]3[CH2:39][CH2:38][CH2:37][CH2:36][CH2:35]3)=[O:32])[CH2:19]2)=[CH:14][CH:13]=1. (6) Given the product [CH2:1]([N:5]1[C:10]2=[CH:11][N:12]([CH2:18][C:19]3[CH:24]=[CH:23][C:22]([O:25][CH3:26])=[CH:21][CH:20]=3)[CH:13]=[C:9]2[C:8](=[O:14])[N:7]([CH3:15])[C:6]1=[O:16])[CH:2]([CH3:4])[CH3:3], predict the reactants needed to synthesize it. The reactants are: [CH2:1]([N:5]1[C:10]2=[CH:11][NH:12][CH:13]=[C:9]2[C:8](=[O:14])[N:7]([CH3:15])[C:6]1=[O:16])[CH:2]([CH3:4])[CH3:3].Cl[CH2:18][C:19]1[CH:24]=[CH:23][C:22]([O:25][CH3:26])=[CH:21][CH:20]=1.C(=O)([O-])[O-].[K+].[K+]. (7) The reactants are: [N:1]([CH:4]([C:6]1[CH:15]=[CH:14][C:13]2[C:8](=[CH:9][CH:10]=[CH:11][CH:12]=2)[C:7]=1Br)[CH3:5])=[N+:2]=[N-:3].[F:17][C:18]1[CH:19]=[C:20](B(O)O)[CH:21]=[N:22][CH:23]=1.C(=O)([O-])[O-].[Na+].[Na+]. Given the product [N:1]([CH:4]([C:6]1[CH:15]=[CH:14][C:13]2[C:8](=[CH:9][CH:10]=[CH:11][CH:12]=2)[C:7]=1[C:20]1[CH:21]=[N:22][CH:23]=[C:18]([F:17])[CH:19]=1)[CH3:5])=[N+:2]=[N-:3], predict the reactants needed to synthesize it. (8) Given the product [OH:60][CH2:61][CH2:62][O:63][NH:14][C:15]([C:17]1[C:26]2[CH2:25][C:24]([CH3:27])([CH3:28])[CH2:23][NH:22][C:21](=[O:29])[C:20]=2[S:19][C:18]=1[NH:30][C:31]1[CH:36]=[CH:35][C:34]([I:37])=[CH:33][C:32]=1[F:38])=[O:16], predict the reactants needed to synthesize it. The reactants are: C(OC(N1CCC[C@H]1C[NH:14][C:15]([C:17]1[C:26]2[CH2:25][C:24]([CH3:28])([CH3:27])[CH2:23][NH:22][C:21](=[O:29])[C:20]=2[S:19][C:18]=1[NH:30][C:31]1[CH:36]=[CH:35][C:34]([I:37])=[CH:33][C:32]=1[F:38])=[O:16])=O)(C)(C)C.C(Cl)CCl.C1C=CC2N(O)N=NC=2C=1.CN1CCOCC1.[OH:60][CH2:61][CH2:62][O:63]N. (9) Given the product [F:22][C:23]1[CH:29]=[CH:28][CH:27]=[C:26]([F:30])[C:24]=1[NH:25][C:11](=[NH:12])[CH2:10][C:9]([C:6]1[CH:5]=[CH:4][C:3]([F:2])=[CH:8][CH:7]=1)=[O:21], predict the reactants needed to synthesize it. The reactants are: Cl.[F:2][C:3]1[CH:8]=[CH:7][C:6]([C:9](=[O:21])[CH2:10][C:11](SC2C=CC(Cl)=CC=2)=[NH:12])=[CH:5][CH:4]=1.[F:22][C:23]1[CH:29]=[CH:28][CH:27]=[C:26]([F:30])[C:24]=1[NH2:25]. (10) Given the product [Br:1][C:2]1[CH:3]=[CH:4][C:5]([CH2:6][N:7]2[CH:12]=[CH:11][CH:10]=[C:9]([C:13]([NH:15][C@@H:16]([CH2:24][CH2:25][CH2:26][NH:27][C:28]([NH2:30])=[NH:29])[C:17]([OH:19])=[O:18])=[O:14])[C:8]2=[O:49])=[CH:50][CH:51]=1.[C:52]([OH:58])([C:54]([F:57])([F:56])[F:55])=[O:53], predict the reactants needed to synthesize it. The reactants are: [Br:1][C:2]1[CH:51]=[CH:50][C:5]([CH2:6][N:7]2[CH:12]=[CH:11][CH:10]=[C:9]([C:13]([NH:15][C@@H:16]([CH2:24][CH2:25][CH2:26][NH:27][C:28]([NH:30]S(C3C(C)=C4C(=C(C)C=3C)OC(C)(C)CC4)(=O)=O)=[NH:29])[C:17]([O:19]C(C)(C)C)=[O:18])=[O:14])[C:8]2=[O:49])=[CH:4][CH:3]=1.[C:52]([OH:58])([C:54]([F:57])([F:56])[F:55])=[O:53].C([SiH](CC)CC)C.